The task is: Predict the product of the given reaction.. This data is from Forward reaction prediction with 1.9M reactions from USPTO patents (1976-2016). (1) Given the reactants [NH2:1][C:2]1[N:11]=[C:10]([NH:12][CH3:13])[C:9]2[C:4](=[CH:5][C:6]([C:14]3[CH:24]=[CH:23][C:22]([F:25])=[CH:21][C:15]=3[O:16][CH2:17][C:18](O)=[O:19])=[CH:7][CH:8]=2)[N:3]=1.[H-].[Al+3].[Li+].[H-].[H-].[H-], predict the reaction product. The product is: [NH2:1][C:2]1[N:11]=[C:10]([NH:12][CH3:13])[C:9]2[C:4](=[CH:5][C:6]([C:14]3[CH:24]=[CH:23][C:22]([F:25])=[CH:21][C:15]=3[O:16][CH2:17][CH2:18][OH:19])=[CH:7][CH:8]=2)[N:3]=1. (2) Given the reactants [C:1]([O:5][C:6]([N:8]1[CH2:13][C@@H:12]2[CH2:14][C@H:9]1[CH2:10][NH:11]2)=[O:7])([CH3:4])([CH3:3])[CH3:2].C(O[C:18]1(O[Si](C)(C)C)[CH2:20][CH2:19]1)C.C(O)(=O)C.C([BH3-])#N.[Na+].C(=O)([O-])O.[Na+], predict the reaction product. The product is: [C:1]([O:5][C:6]([N:8]1[CH2:13][C@@H:12]2[CH2:14][C@H:9]1[CH2:10][N:11]2[CH:18]1[CH2:20][CH2:19]1)=[O:7])([CH3:4])([CH3:2])[CH3:3].